From a dataset of Catalyst prediction with 721,799 reactions and 888 catalyst types from USPTO. Predict which catalyst facilitates the given reaction. (1) Reactant: [Cl:1][C:2]1[CH:7]=[CH:6][C:5]([S:8]([CH:11]([C:21]2[CH:26]=[C:25]([F:27])[CH:24]=[CH:23][C:22]=2[F:28])[C:12]2[N:17]=[CH:16][C:15]([C:18](O)=[O:19])=[CH:14][CH:13]=2)(=[O:10])=[O:9])=[CH:4][CH:3]=1.C(N(CC)CC)C.Cl.C(N=C=NCCCN(C)C)C.[CH3:48][N:49]([CH3:51])[NH2:50]. Product: [CH3:48][N:49]([CH3:51])[NH:50][C:18](=[O:19])[C:15]1[CH:14]=[CH:13][C:12]([CH:11]([S:8]([C:5]2[CH:4]=[CH:3][C:2]([Cl:1])=[CH:7][CH:6]=2)(=[O:9])=[O:10])[C:21]2[CH:26]=[C:25]([F:27])[CH:24]=[CH:23][C:22]=2[F:28])=[N:17][CH:16]=1. The catalyst class is: 119. (2) Reactant: [N:1]1[CH:6]=[C:5]([C@@H:7]2[CH2:12][CH2:11][CH2:10][N:8]2[CH3:9])[CH:4]=[CH:3][CH:2]=1.[Br:13][CH2:14][CH2:15][C:16]#[C:17][CH2:18][CH2:19][CH2:20][CH3:21]. The catalyst class is: 52. Product: [Br-:13].[CH3:9][N:8]1[CH2:10][CH2:11][CH2:12][C@H:7]1[C:5]1[CH:6]=[N+:1]([CH2:14][CH2:15][C:16]#[C:17][CH2:18][CH2:19][CH2:20][CH3:21])[CH:2]=[CH:3][CH:4]=1.